From a dataset of NCI-60 drug combinations with 297,098 pairs across 59 cell lines. Regression. Given two drug SMILES strings and cell line genomic features, predict the synergy score measuring deviation from expected non-interaction effect. Drug 1: C1=CC(=CC=C1C#N)C(C2=CC=C(C=C2)C#N)N3C=NC=N3. Drug 2: CC(C)CN1C=NC2=C1C3=CC=CC=C3N=C2N. Cell line: HCC-2998. Synergy scores: CSS=6.10, Synergy_ZIP=5.29, Synergy_Bliss=3.47, Synergy_Loewe=0.943, Synergy_HSA=-3.11.